The task is: Predict which catalyst facilitates the given reaction.. This data is from Catalyst prediction with 721,799 reactions and 888 catalyst types from USPTO. (1) Reactant: ClC(Cl)(Cl)[C:3]([C:5]1[N:9]2[CH2:10][C:11]3[CH:35]=[CH:34][CH:33]=[CH:32][C:12]=3[N:13]([C:15]([C:17]3[CH:22]=[CH:21][C:20]([C:23]4[CH:28]=[CH:27][CH:26]=[CH:25][C:24]=4[O:29][CH3:30])=[C:19]([CH3:31])[CH:18]=3)=[O:16])[CH2:14][C:8]2=[CH:7][CH:6]=1)=[O:4].[NH2:38][CH2:39][CH2:40][C:41]1[CH:46]=[CH:45][C:44]([OH:47])=[CH:43][CH:42]=1.O. Product: [OH:47][C:44]1[CH:45]=[CH:46][C:41]([CH2:40][CH2:39][NH:38][C:3]([C:5]2[N:9]3[C:8]([CH2:14][N:13]([C:15]([C:17]4[CH:22]=[CH:21][C:20]([C:23]5[CH:28]=[CH:27][CH:26]=[CH:25][C:24]=5[O:29][CH3:30])=[C:19]([CH3:31])[CH:18]=4)=[O:16])[C:12]4[CH:32]=[CH:33][CH:34]=[CH:35][C:11]=4[CH2:10]3)=[CH:7][CH:6]=2)=[O:4])=[CH:42][CH:43]=1. The catalyst class is: 16. (2) Reactant: [O:1]=[C:2]1[CH2:5][CH:4]([C:6]([OH:8])=[O:7])[CH2:3]1.C([O-])([O-])=O.[Cs+].[Cs+].Br[CH2:16][C:17]1[CH:22]=[CH:21][CH:20]=[CH:19][CH:18]=1.O. Product: [O:1]=[C:2]1[CH2:5][CH:4]([C:6]([O:8][CH2:16][C:17]2[CH:22]=[CH:21][CH:20]=[CH:19][CH:18]=2)=[O:7])[CH2:3]1. The catalyst class is: 23. (3) Reactant: [C:1](=[O:12])([O:7][C:8]([CH3:11])([CH3:10])[CH3:9])OC(C)(C)C.[CH3:13][C:14]1[NH:15][C:16]2[C:21]([C:22]=1[CH2:23][C@@H:24]1[NH:28][CH2:27][C@H:26]([OH:29])[CH2:25]1)=[CH:20][CH:19]=[CH:18][CH:17]=2.C(N(CC)CC)C. Product: [C:8]([O:7][C:1]([N:28]1[CH2:27][C@H:26]([OH:29])[CH2:25][C@@H:24]1[CH2:23][C:22]1[C:21]2[C:16](=[CH:17][CH:18]=[CH:19][CH:20]=2)[NH:15][C:14]=1[CH3:13])=[O:12])([CH3:9])([CH3:10])[CH3:11]. The catalyst class is: 4. (4) Reactant: [CH:1]1[C:6]([N+:7]([O-:9])=[O:8])=[CH:5][CH:4]=[C:3]([OH:10])[CH:2]=1. Product: [N+:7]([C:6]1[CH:5]=[CH:4][C:3]([O:10][CH2:2][CH:3]([OH:10])[CH2:4][O:10][C:3]2[CH:4]=[CH:5][C:6]([N+:7]([O-:9])=[O:8])=[CH:1][CH:2]=2)=[CH:2][CH:1]=1)([O-:9])=[O:8]. The catalyst class is: 113. (5) Reactant: I[C:2]1[CH:11]=[CH:10][C:9]([O:12][CH2:13][C:14]2[CH:19]=[CH:18][C:17]([O:20][CH3:21])=[CH:16][CH:15]=2)=[C:8]2[C:3]=1[CH:4]=[CH:5][CH:6]=[N:7]2.N1CCC[C@H]1C([O-])=O.[Na+].[CH3:31][C:32]1[CH:37]=[CH:36][C:35]([S:38]([O-:40])=[O:39])=[CH:34][CH:33]=1.[Na+]. Product: [CH3:21][O:20][C:17]1[CH:18]=[CH:19][C:14]([CH2:13][O:12][C:9]2[CH:10]=[CH:11][C:2]([S:38]([C:35]3[CH:36]=[CH:37][C:32]([CH3:31])=[CH:33][CH:34]=3)(=[O:40])=[O:39])=[C:3]3[C:8]=2[N:7]=[CH:6][CH:5]=[CH:4]3)=[CH:15][CH:16]=1. The catalyst class is: 156. (6) Reactant: [O-:1][CH2:2][CH3:3].[Na+].O[C:6]1[CH:7]=[C:8]([CH:11]=[CH:12][C:13]=1[OH:14])[C:9]#[N:10].Br[CH2:16][CH2:17][CH2:18][CH2:19][CH2:20][Br:21]. Product: [Br:21][CH2:20][CH2:19][CH2:18][CH2:3][CH2:2][O:1][C:6]1[CH:7]=[C:8]([CH:11]=[CH:12][C:13]=1[O:14][CH2:16][CH2:17][CH2:18][CH2:19][CH2:20][Br:21])[C:9]#[N:10]. The catalyst class is: 8.